This data is from Forward reaction prediction with 1.9M reactions from USPTO patents (1976-2016). The task is: Predict the product of the given reaction. (1) Given the reactants C(=O)([O-])[O-].[K+].[K+].O.NN.C([O:12][C:13](=[O:46])[N:14]([CH2:28][C@H:29](OC(=O)C)[CH2:30][N:31]1[C:35](=[O:36])[C:34]2=CC=CC=C2C1=O)[C:15]1[CH:20]=[CH:19][C:18]([N:21]2[CH2:26][CH2:25][O:24][CH2:23][CH2:22]2)=[C:17]([F:27])[CH:16]=1)C.C(OCC)(=O)C, predict the reaction product. The product is: [F:27][C:17]1[CH:16]=[C:15]([N:14]2[CH2:28][C@H:29]([CH2:30][NH:31][C:35](=[O:36])[CH3:34])[O:12][C:13]2=[O:46])[CH:20]=[CH:19][C:18]=1[N:21]1[CH2:26][CH2:25][O:24][CH2:23][CH2:22]1. (2) Given the reactants [NH2:1][C:2]1[N:6]([C:7]2[CH:12]=[CH:11][CH:10]=[CH:9][CH:8]=2)[N:5]=[C:4]([CH3:13])[CH:3]=1.CCOCC.[CH3:19][O:20][C:21](=[O:29])[C:22]1[CH:27]=[CH:26][CH:25]=[CH:24][C:23]=1Br.C(=O)([O-])[O-].[Cs+].[Cs+], predict the reaction product. The product is: [CH3:19][O:20][C:21]([C:22]1[CH:27]=[CH:26][CH:25]=[CH:24][C:23]=1[NH:1][C:2]1[N:6]([C:7]2[CH:12]=[CH:11][CH:10]=[CH:9][CH:8]=2)[N:5]=[C:4]([CH3:13])[CH:3]=1)=[O:29]. (3) Given the reactants [C:1]([O:5][C@@H:6]([C:11]1[C:26]([CH3:27])=[CH:25][C:14]2[N:15]=[C:16]([C:18]3[CH:23]=[CH:22][N:21]=[C:20](Cl)[N:19]=3)[S:17][C:13]=2[C:12]=1[C:28]1[CH:33]=[CH:32][C:31]([Cl:34])=[CH:30][CH:29]=1)[C:7]([O:9][CH3:10])=[O:8])([CH3:4])([CH3:3])[CH3:2].CC1(C)C(C)(C)OB([C:43]2[CH:44]=[C:45]3[C:50](=[CH:51][CH:52]=2)[N:49]=[C:48]([NH:53][C:54]([CH:56]2[CH2:61][CH2:60][CH2:59][CH2:58][CH2:57]2)=[O:55])[CH:47]=[CH:46]3)O1.C([O-])([O-])=O.[K+].[K+], predict the reaction product. The product is: [C:1]([O:5][C@@H:6]([C:11]1[C:26]([CH3:27])=[CH:25][C:14]2[N:15]=[C:16]([C:18]3[CH:23]=[CH:22][N:21]=[C:20]([C:43]4[CH:44]=[C:45]5[C:50](=[CH:51][CH:52]=4)[N:49]=[C:48]([NH:53][C:54]([CH:56]4[CH2:57][CH2:58][CH2:59][CH2:60][CH2:61]4)=[O:55])[CH:47]=[CH:46]5)[N:19]=3)[S:17][C:13]=2[C:12]=1[C:28]1[CH:29]=[CH:30][C:31]([Cl:34])=[CH:32][CH:33]=1)[C:7]([O:9][CH3:10])=[O:8])([CH3:2])([CH3:3])[CH3:4]. (4) Given the reactants [NH2:1][C:2]1[C:7]([Cl:8])=[CH:6][N:5]=[CH:4][C:3]=1[Cl:9].[H-].[Na+].[CH2:12]([O:14][C:15]([N:17]1[CH2:22][CH2:21][C:20]2[C:23]3[C:24](=[C:26]([O:42][CH3:43])[CH:27]=[CH:28][C:29]=3[C:30](OC3C=CC([N+]([O-])=O)=CC=3)=[O:31])[O:25][C:19]=2[CH2:18]1)=[O:16])[CH3:13].O, predict the reaction product. The product is: [Cl:9][C:3]1[CH:4]=[N:5][CH:6]=[C:7]([Cl:8])[C:2]=1[NH:1][C:30]([C:29]1[CH:28]=[CH:27][C:26]([O:42][CH3:43])=[C:24]2[O:25][C:19]3[CH2:18][N:17]([C:15]([O:14][CH2:12][CH3:13])=[O:16])[CH2:22][CH2:21][C:20]=3[C:23]=12)=[O:31]. (5) Given the reactants [NH2:1][C:2]1[S:3][C:4]([C:24]2[CH:29]=[C:28]([CH3:30])[N:27]=[C:26](Cl)[N:25]=2)=[C:5]([C:7]2[CH:8]=[C:9]([NH:13][C:14](=[O:23])[C:15]3[C:20]([F:21])=[CH:19][CH:18]=[CH:17][C:16]=3[F:22])[CH:10]=[CH:11][CH:12]=2)[N:6]=1.[CH3:32][N:33]([CH3:44])[CH2:34][CH2:35][O:36][C:37]1[CH:38]=[C:39]([NH2:43])[CH:40]=[CH:41][CH:42]=1, predict the reaction product. The product is: [NH2:1][C:2]1[S:3][C:4]([C:24]2[CH:29]=[C:28]([CH3:30])[N:27]=[C:26]([NH:43][C:39]3[CH:40]=[CH:41][CH:42]=[C:37]([O:36][CH2:35][CH2:34][N:33]([CH3:44])[CH3:32])[CH:38]=3)[N:25]=2)=[C:5]([C:7]2[CH:8]=[C:9]([NH:13][C:14](=[O:23])[C:15]3[C:20]([F:21])=[CH:19][CH:18]=[CH:17][C:16]=3[F:22])[CH:10]=[CH:11][CH:12]=2)[N:6]=1. (6) Given the reactants [NH2:1][C@@H:2]([CH2:29][C:30]1[CH:35]=[CH:34][C:33]([C:36]2[CH:41]=[CH:40][CH:39]=[CH:38][N:37]=2)=[CH:32][CH:31]=1)[CH2:3][C@H:4]([OH:28])[C@@H:5]([N:13](CC1C=CC=CC=1)CC1C=CC=CC=1)[CH2:6][C:7]1[CH:12]=[CH:11][CH:10]=[CH:9][CH:8]=1, predict the reaction product. The product is: [NH2:13][C@H:5]([C@@H:4]([OH:28])[CH2:3][C@@H:2]([NH2:1])[CH2:29][C:30]1[CH:31]=[CH:32][C:33]([C:36]2[CH:41]=[CH:40][CH:39]=[CH:38][N:37]=2)=[CH:34][CH:35]=1)[CH2:6][C:7]1[CH:12]=[CH:11][CH:10]=[CH:9][CH:8]=1. (7) Given the reactants [CH2:1]([O:5][C:6]1[CH:7]=[C:8]([CH:11]=[CH:12][CH:13]=1)[CH:9]=O)[CH:2]([CH3:4])[CH3:3].[OH:14][CH:15]1[CH2:19][CH2:18][NH:17][CH2:16]1, predict the reaction product. The product is: [CH2:1]([O:5][C:6]1[CH:7]=[C:8]([CH:11]=[CH:12][CH:13]=1)[CH2:9][N:17]1[CH2:18][CH2:19][CH:15]([OH:14])[CH2:16]1)[CH:2]([CH3:4])[CH3:3]. (8) The product is: [C:40]([O:26][C@H:17]1[C@@H:16]([N:27]2[CH2:28][CH2:29][CH2:30][CH2:31]2)[CH2:15][C@H:14]2[C@H:13]3[C@H:22]([CH2:21][CH2:20][C@:18]12[CH3:19])[C@:23]1([CH3:25])[C@H:10]([CH2:9][C@H:8]([OH:32])[C@@H:7]([N:1]2[CH2:6][CH2:5][O:4][CH2:3][CH2:2]2)[CH2:24]1)[CH2:11][CH2:12]3)(=[O:42])[CH3:41]. Given the reactants [N:1]1([C@H:7]2[CH2:24][C@@:23]3([CH3:25])[C@@H:10]([CH2:11][CH2:12][C@@H:13]4[C@@H:22]3[CH2:21][CH2:20][C@@:18]3([CH3:19])[C@H:14]4[CH2:15][C@H:16]([N:27]4[CH2:31][CH2:30][CH2:29][CH2:28]4)[C@@H:17]3[OH:26])[CH2:9][C@@H:8]2[OH:32])[CH2:6][CH2:5][O:4][CH2:3][CH2:2]1.C(N(CC)CC)C.[C:40](OC(=O)C)(=[O:42])[CH3:41].C([O-])([O-])=O.[Na+].[Na+], predict the reaction product. (9) The product is: [F:17][C:13]1[CH:12]=[C:11]([CH2:10][CH2:9][O:8][C:4]2[N:3]=[C:2]([C:25]3[CH:24]=[C:19]([CH:28]=[CH:27][CH:26]=3)[C:18]([OH:21])=[O:20])[CH:7]=[CH:6][CH:5]=2)[CH:16]=[CH:15][CH:14]=1. Given the reactants Cl[C:2]1[CH:7]=[CH:6][CH:5]=[C:4]([O:8][CH2:9][CH2:10][C:11]2[CH:16]=[CH:15][CH:14]=[C:13]([F:17])[CH:12]=2)[N:3]=1.[C:18]([O:21]CC)(=[O:20])[CH3:19].[CH3:24][CH2:25][CH2:26][CH2:27][CH2:28]C, predict the reaction product. (10) Given the reactants [NH2:1][C:2]1[C:7]([N+:8]([O-:10])=[O:9])=[CH:6][C:5]([OH:11])=[CH:4][C:3]=1[CH3:12].[O:13]1[CH2:17][CH2:16][CH2:15][C@@H:14]1[C:18](O)=[O:19].CN(C(ON1N=NC2C=CC=CC1=2)=[N+](C)C)C.[B-](F)(F)(F)F.CCN(C(C)C)C(C)C, predict the reaction product. The product is: [O:13]1[CH2:17][CH2:16][CH2:15][CH:14]1[C:18]([O:11][C:5]1[CH:6]=[C:7]([N+:8]([O-:10])=[O:9])[C:2]([NH2:1])=[C:3]([CH3:12])[CH:4]=1)=[O:19].